Dataset: Full USPTO retrosynthesis dataset with 1.9M reactions from patents (1976-2016). Task: Predict the reactants needed to synthesize the given product. Given the product [C:1]([C:3]([C:6]1[CH:7]=[C:8]([CH:13]=[CH:14][CH:15]=1)[C:9]([OH:11])=[O:10])([CH3:5])[CH3:4])#[N:2], predict the reactants needed to synthesize it. The reactants are: [C:1]([C:3]([C:6]1[CH:7]=[C:8]([CH:13]=[CH:14][CH:15]=1)[C:9]([O:11]C)=[O:10])([CH3:5])[CH3:4])#[N:2].O.[OH-].[Li+].CO.O.